Predict the reactants needed to synthesize the given product. From a dataset of Full USPTO retrosynthesis dataset with 1.9M reactions from patents (1976-2016). (1) Given the product [CH3:19][C:17]1[N:18]=[C:14]([CH:11]2[CH2:12][CH2:13][NH:8][CH2:9][CH2:10]2)[S:15][C:16]=1[CH2:20][O:21][C:22]1[CH:27]=[CH:26][C:25]([N:28]2[CH:32]=[N:31][N:30]=[N:29]2)=[CH:24][CH:23]=1.[ClH:33], predict the reactants needed to synthesize it. The reactants are: C(OC([N:8]1[CH2:13][CH2:12][CH:11]([C:14]2[S:15][C:16]([CH2:20][O:21][C:22]3[CH:27]=[CH:26][C:25]([N:28]4[CH:32]=[N:31][N:30]=[N:29]4)=[CH:24][CH:23]=3)=[C:17]([CH3:19])[N:18]=2)[CH2:10][CH2:9]1)=O)(C)(C)C.[ClH:33]. (2) Given the product [CH3:84][O:83][CH2:82][CH2:81][O:80][C:78]1[CH:77]=[CH:76][N:75]2[C:71]([C:68]3[CH:67]=[CH:66][C:65]4[C:70](=[C:61]([N:7]5[CH2:12][CH2:11][CH2:10][CH:9]([OH:13])[CH2:8]5)[CH:62]=[CH:63][CH:64]=4)[N:69]=3)=[CH:72][N:73]=[C:74]2[CH:79]=1, predict the reactants needed to synthesize it. The reactants are: C(=O)([O-])[O-].[Cs+].[Cs+].[NH:7]1[CH2:12][CH2:11][CH2:10][CH:9]([OH:13])[CH2:8]1.C1(P(C2C=CC=CC=2)C2C=CC3C(=CC=CC=3)C=2C2C3C(=CC=CC=3)C=CC=2P(C2C=CC=CC=2)C2C=CC=CC=2)C=CC=CC=1.Br[C:61]1[CH:62]=[CH:63][CH:64]=[C:65]2[C:70]=1[N:69]=[C:68]([C:71]1[N:75]3[CH:76]=[CH:77][C:78]([O:80][CH2:81][CH2:82][O:83][CH3:84])=[CH:79][C:74]3=[N:73][CH:72]=1)[CH:67]=[CH:66]2. (3) Given the product [N+:20]([C:12]1[CH:13]=[CH:14][C:9]2[O:8][C:4]3([CH2:7][CH2:6][CH2:5]3)[CH2:3][C:2](=[O:1])[C:10]=2[CH:11]=1)([O-:22])=[O:21], predict the reactants needed to synthesize it. The reactants are: [O:1]=[C:2]1[C:10]2[CH:11]=[CH:12][CH:13]=[CH:14][C:9]=2[O:8][C:4]2([CH2:7][CH2:6][CH2:5]2)[CH2:3]1.OS(O)(=O)=O.[N+:20]([O-])([OH:22])=[O:21]. (4) The reactants are: [OH:1][C:2]1[CH:9]=[C:8]([O:10][CH3:11])[C:7]([C:12]2[S:13][CH:14]=[CH:15][CH:16]=2)=[CH:6][C:3]=1[CH:4]=[O:5].C(=O)([O-])[O-].[K+].[K+].[C:23]([Si:27]([CH3:47])([CH3:46])[O:28][CH2:29][CH:30]([C:37]([CH3:45])([CH3:44])[O:38][SiH2:39][C:40]([CH3:43])([CH3:42])[CH3:41])[CH2:31]OS(C)(=O)=O)([CH3:26])([CH3:25])[CH3:24]. Given the product [C:23]([Si:27]([CH3:46])([CH3:47])[O:28][CH2:29][CH:30]([C:37]([CH3:45])([CH3:44])[O:38][SiH2:39][C:40]([CH3:43])([CH3:42])[CH3:41])[CH2:31][O:1][C:2]1[CH:9]=[C:8]([O:10][CH3:11])[C:7]([C:12]2[S:13][CH:14]=[CH:15][CH:16]=2)=[CH:6][C:3]=1[CH:4]=[O:5])([CH3:25])([CH3:26])[CH3:24], predict the reactants needed to synthesize it.